Dataset: Forward reaction prediction with 1.9M reactions from USPTO patents (1976-2016). Task: Predict the product of the given reaction. Given the reactants [CH3:1][C:2]1[N:6]2[C:7]([C:14]([F:17])([F:16])[F:15])=[CH:8][CH:9]=[C:10]([C:11]([O-:13])=[O:12])[C:5]2=[N:4][N:3]=1.[K+].Cl, predict the reaction product. The product is: [CH3:1][C:2]1[N:6]=[C:5]2[C:10]([C:11]([OH:13])=[O:12])=[CH:9][CH:8]=[C:7]([C:14]([F:17])([F:16])[F:15])[N:4]2[N:3]=1.